Predict the product of the given reaction. From a dataset of Forward reaction prediction with 1.9M reactions from USPTO patents (1976-2016). (1) Given the reactants [Br:1][C:2]1[CH:3]=[C:4]([CH:6]=[CH:7][C:8]=1[F:9])[NH2:5].[O:10]=[C:11]([CH2:17][CH3:18])[CH2:12][C:13](OC)=[O:14], predict the reaction product. The product is: [Br:1][C:2]1[CH:3]=[C:4]([NH:5][C:13](=[O:14])[CH2:12][C:11](=[O:10])[CH2:17][CH3:18])[CH:6]=[CH:7][C:8]=1[F:9]. (2) Given the reactants [Cl:1][C:2]1[CH:7]=[CH:6][C:5]([C:8]2([C:11]([OH:13])=O)[CH2:10][CH2:9]2)=[CH:4][CH:3]=1.C(Cl)(=O)[C:15]([Cl:17])=O, predict the reaction product. The product is: [Cl:17][CH2:15][C:11]([C:8]1([C:5]2[CH:4]=[CH:3][C:2]([Cl:1])=[CH:7][CH:6]=2)[CH2:9][CH2:10]1)=[O:13]. (3) Given the reactants O=P12OP3(OP(OP(O3)(O1)=O)(=O)O2)=O.[Br:15][CH:16]([C:20](Br)([CH3:24])[C:21](=[O:23])[CH3:22])[C:17](O)=[O:18].N12CCN(CC1)CC2, predict the reaction product. The product is: [Br:15][C:16]1[C:17](=[O:18])[O:23][C:21](=[CH2:22])[C:20]=1[CH3:24].